From a dataset of Full USPTO retrosynthesis dataset with 1.9M reactions from patents (1976-2016). Predict the reactants needed to synthesize the given product. (1) Given the product [C:7]([CH:6]1[CH2:12][CH:1]([OH:5])[CH2:2][CH2:3][O:11]1)([CH3:10])([CH3:9])[CH3:8], predict the reactants needed to synthesize it. The reactants are: [CH2:1]([OH:5])[CH2:2][CH:3]=C.[CH:6](=[O:11])[C:7]([CH3:10])([CH3:9])[CH3:8].[C:12](O)(C(F)(F)F)=O. (2) The reactants are: O[CH2:2][CH2:3][N:4]([CH3:14])[C:5](CC1CCCCC1)=[O:6].[O:15]=[S:16]1(=[O:39])[C:20]2[CH:21]=[CH:22][CH:23]=[CH:24][C:19]=2[C:18]([NH:25][C@@H:26]([CH2:31][C:32]2[CH:37]=[CH:36][C:35]([SH:38])=[CH:34][CH:33]=2)[C:27]([O:29][CH3:30])=[O:28])=[N:17]1.[C:53]1(P([C:53]2[CH:58]=[CH:57][CH:56]=[CH:55][CH:54]=2)[C:53]2[CH:58]=[CH:57][CH:56]=[CH:55][CH:54]=2)[CH:58]=[CH:57][CH:56]=[CH:55][CH:54]=1.CCOC(/N=N/C(OCC)=O)=O. Given the product [O:39]=[S:16]1(=[O:15])[C:20]2[CH:21]=[CH:22][CH:23]=[CH:24][C:19]=2[C:18]([NH:25][C@@H:26]([CH2:31][C:32]2[CH:33]=[CH:34][C:35]([S:38][CH2:2][CH2:3][N:4]([C:5]([CH:53]3[CH2:54][CH2:55][CH2:56][CH2:57][CH2:58]3)=[O:6])[CH3:14])=[CH:36][CH:37]=2)[C:27]([O:29][CH3:30])=[O:28])=[N:17]1, predict the reactants needed to synthesize it. (3) Given the product [N:15]1[CH:14]=[N:13][N:11]2[CH:12]=[C:7]([C:6]3[N:5]([C:16]4[CH:17]=[C:18]([CH3:22])[CH:19]=[CH:20][CH:21]=4)[C:4](=[O:23])[N:3]([CH2:40][C:39]4[CH:42]=[CH:43][CH:44]=[CH:45][C:38]=4[N+:35]([O-:37])=[O:36])[C:2]=3[CH3:1])[CH:8]=[CH:9][C:10]=12, predict the reactants needed to synthesize it. The reactants are: [CH3:1][C:2]1[NH:3][C:4](=[O:23])[N:5]([C:16]2[CH:17]=[C:18]([CH3:22])[CH:19]=[CH:20][CH:21]=2)[C:6]=1[C:7]1[CH:8]=[CH:9][C:10]2[N:11]([N:13]=[CH:14][N:15]=2)[CH:12]=1.CN(C)C=O.CC(C)([O-])C.[K+].[N+:35]([C:38]1[CH:45]=[CH:44][CH:43]=[CH:42][C:39]=1[CH2:40]Br)([O-:37])=[O:36]. (4) Given the product [NH2:25][CH2:24][C:22]1[CH:21]=[CH:20][C:19]([OH:26])=[C:18]([C:15]2[C:16]([OH:17])=[C:11]([C:9]3[NH:8][C:7]4[CH:35]=[CH:36][C:4]([C:1](=[NH:2])[NH2:3])=[CH:5][C:6]=4[N:10]=3)[CH:12]=[C:13]([CH:27]([CH2:31][C:32]([OH:34])=[O:33])[C:28]([OH:30])=[O:29])[CH:14]=2)[CH:23]=1, predict the reactants needed to synthesize it. The reactants are: [C:1]([C:4]1[CH:36]=[CH:35][C:7]2[NH:8][C:9]([C:11]3[CH:12]=[C:13]([CH:27]([CH2:31][C:32]([OH:34])=[O:33])[C:28]([OH:30])=[O:29])[CH:14]=[C:15]([C:18]4[CH:23]=[C:22]([C:24]#[N:25])[CH:21]=[CH:20][C:19]=4[OH:26])[C:16]=3[OH:17])=[N:10][C:6]=2[CH:5]=1)(=[NH:3])[NH2:2].[H][H]. (5) Given the product [CH:18]1([NH:22][CH2:14][C:13]2[CH:16]=[CH:17][C:10]([N:7]3[CH2:8][CH2:9][N:4]([C:1](=[O:3])[CH3:2])[CH2:5][CH2:6]3)=[CH:11][CH:12]=2)[CH2:21][CH2:20][CH2:19]1, predict the reactants needed to synthesize it. The reactants are: [C:1]([N:4]1[CH2:9][CH2:8][N:7]([C:10]2[CH:17]=[CH:16][C:13]([CH:14]=O)=[CH:12][CH:11]=2)[CH2:6][CH2:5]1)(=[O:3])[CH3:2].[CH:18]1([NH2:22])[CH2:21][CH2:20][CH2:19]1.C(O[BH-](OC(=O)C)OC(=O)C)(=O)C.[Na+].C(O)(=O)C. (6) Given the product [F:13][C:14]1[CH:19]=[CH:18][C:17]([C:2]2[C:3]3[N:4]([N:9]=[C:10]([NH2:12])[N:11]=3)[CH:5]=[C:6]([CH3:8])[CH:7]=2)=[C:16]([O:23][CH3:24])[CH:15]=1, predict the reactants needed to synthesize it. The reactants are: Br[C:2]1[C:3]2[N:4]([N:9]=[C:10]([NH2:12])[N:11]=2)[CH:5]=[C:6]([CH3:8])[CH:7]=1.[F:13][C:14]1[CH:19]=[CH:18][C:17](B(O)O)=[C:16]([O:23][CH3:24])[CH:15]=1. (7) Given the product [Cl:1][C:2]1[CH:14]=[C:13]([Cl:15])[CH:12]=[CH:11][C:3]=1[CH2:4][NH:5][C@H:6]1[CH2:10][CH2:9][N:8]([C:17]2[CH:24]=[CH:23][C:20]([C:21]#[N:22])=[CH:19][N:18]=2)[CH2:7]1, predict the reactants needed to synthesize it. The reactants are: [Cl:1][C:2]1[CH:14]=[C:13]([Cl:15])[CH:12]=[CH:11][C:3]=1[CH2:4][NH:5][C@H:6]1[CH2:10][CH2:9][NH:8][CH2:7]1.Cl[C:17]1[CH:24]=[CH:23][C:20]([C:21]#[N:22])=[CH:19][N:18]=1.C(N(C(C)C)CC)(C)C.